Regression. Given two drug SMILES strings and cell line genomic features, predict the synergy score measuring deviation from expected non-interaction effect. From a dataset of NCI-60 drug combinations with 297,098 pairs across 59 cell lines. (1) Drug 1: C1=CC=C(C(=C1)C(C2=CC=C(C=C2)Cl)C(Cl)Cl)Cl. Drug 2: CN(CCCl)CCCl.Cl. Cell line: U251. Synergy scores: CSS=37.5, Synergy_ZIP=0.543, Synergy_Bliss=-0.952, Synergy_Loewe=-32.6, Synergy_HSA=0.802. (2) Drug 1: CC1=C(C(CCC1)(C)C)C=CC(=CC=CC(=CC(=O)O)C)C. Drug 2: CC(C)(C#N)C1=CC(=CC(=C1)CN2C=NC=N2)C(C)(C)C#N. Cell line: MDA-MB-435. Synergy scores: CSS=3.88, Synergy_ZIP=0.0831, Synergy_Bliss=1.98, Synergy_Loewe=-0.0847, Synergy_HSA=-0.849. (3) Drug 1: CC1=C2C(C(=O)C3(C(CC4C(C3C(C(C2(C)C)(CC1OC(=O)C(C(C5=CC=CC=C5)NC(=O)OC(C)(C)C)O)O)OC(=O)C6=CC=CC=C6)(CO4)OC(=O)C)OC)C)OC. Drug 2: C1=NC2=C(N=C(N=C2N1C3C(C(C(O3)CO)O)O)F)N. Cell line: CCRF-CEM. Synergy scores: CSS=76.0, Synergy_ZIP=4.72, Synergy_Bliss=1.55, Synergy_Loewe=-3.60, Synergy_HSA=3.52. (4) Drug 1: C1=NC2=C(N1)C(=S)N=C(N2)N. Drug 2: COC1=C2C(=CC3=C1OC=C3)C=CC(=O)O2. Cell line: HCC-2998. Synergy scores: CSS=29.1, Synergy_ZIP=-0.208, Synergy_Bliss=1.17, Synergy_Loewe=-21.5, Synergy_HSA=-1.07.